From a dataset of Catalyst prediction with 721,799 reactions and 888 catalyst types from USPTO. Predict which catalyst facilitates the given reaction. (1) Reactant: [NH2:1][C:2]1[C:7]([N+:8]([O-])=O)=[CH:6]N=[C:4]([N:11]2[CH2:16][CH2:15][CH2:14][C@@H:13]([C:17]([N:19]3[CH2:23][CH2:22][CH2:21][CH2:20]3)=[O:18])[CH2:12]2)[N:3]=1.[Br:24][C:25]1[CH:26]=[N:27][CH:28]=[C:29]([CH:32]=1)[CH:30]=O.S(S([O-])(=O)=O)([O-])(=O)=O.[Na+].[Na+].[CH2:43](O)C. The catalyst class is: 6. Product: [Br:24][C:25]1[CH:32]=[C:29]([C:30]2[NH:1][C:2]3=[N:3][C:4]([N:11]4[CH2:16][CH2:15][CH2:14][C@@H:13]([C:17]([N:19]5[CH2:20][CH2:21][CH2:22][CH2:23]5)=[O:18])[CH2:12]4)=[CH:43][CH:6]=[C:7]3[N:8]=2)[CH:28]=[N:27][CH:26]=1. (2) Reactant: Cl.Cl.[N:3]1[CH:8]=[CH:7][CH:6]=[CH:5][C:4]=1[C:9]1([OH:15])[CH2:14][CH2:13][NH:12][CH2:11][CH2:10]1.C(N(CC)CC)C.[C:23](O[C:23]([O:25][C:26]([CH3:29])([CH3:28])[CH3:27])=[O:24])([O:25][C:26]([CH3:29])([CH3:28])[CH3:27])=[O:24].O. Product: [OH:15][C:9]1([C:4]2[CH:5]=[CH:6][CH:7]=[CH:8][N:3]=2)[CH2:10][CH2:11][N:12]([C:23]([O:25][C:26]([CH3:29])([CH3:28])[CH3:27])=[O:24])[CH2:13][CH2:14]1. The catalyst class is: 4. (3) The catalyst class is: 8. Product: [F:10][C:9]([F:12])([F:11])[C:2]1[O:14][N:16]=[C:4]([CH:5]([OH:7])[CH3:6])[CH:3]=1. Reactant: F[C:2](F)([C:9]([F:12])([F:11])[F:10])[CH:3]=[C:4](I)[CH:5]([OH:7])[CH3:6].[OH2:14].Cl.[NH2:16]O.C(=O)([O-])[O-].[K+].[K+]. (4) Product: [Cl:16][C:17]1[CH:23]=[CH:22][CH:21]=[CH:20][C:18]=1[NH:19][C:12]([CH:9]1[CH2:10][CH2:11][N:7]([CH:1]2[CH2:2][CH2:3][CH2:4][CH2:5][CH2:6]2)[C:8]1=[O:15])=[O:14]. The catalyst class is: 4. Reactant: [CH:1]1([N:7]2[CH2:11][CH2:10][CH:9]([C:12]([OH:14])=O)[C:8]2=[O:15])[CH2:6][CH2:5][CH2:4][CH2:3][CH2:2]1.[Cl:16][C:17]1[CH:23]=[CH:22][CH:21]=[CH:20][C:18]=1[NH2:19].O=C1N(P(Cl)(N2CCOC2=O)=O)CCO1.C(N(CC)CC)C. (5) Reactant: [N+:1]([C:4]1[CH:9]=[CH:8][CH:7]=[CH:6][C:5]=1[C:10]1[O:14][C:13]([C:15]2[CH:25]=[CH:24][C:18]([C:19]([O:21][CH2:22][CH3:23])=[O:20])=[CH:17][CH:16]=2)=[N:12][N:11]=1)([O-])=O. Product: [NH2:1][C:4]1[CH:9]=[CH:8][CH:7]=[CH:6][C:5]=1[C:10]1[O:14][C:13]([C:15]2[CH:25]=[CH:24][C:18]([C:19]([O:21][CH2:22][CH3:23])=[O:20])=[CH:17][CH:16]=2)=[N:12][N:11]=1. The catalyst class is: 304.